Dataset: Full USPTO retrosynthesis dataset with 1.9M reactions from patents (1976-2016). Task: Predict the reactants needed to synthesize the given product. Given the product [N:29]1[CH:30]=[CH:31][CH:32]=[C:27]([N:26]([C:22]2[CH:23]=[CH:24][CH:25]=[C:20]([C:11]3[C:12]4[C:7](=[CH:6][C:5]([O:4][CH3:3])=[C:14]5[O:15][C:16]([CH3:19])([CH3:18])[CH2:17][C:13]5=4)[CH2:8][C:9]([CH3:34])([CH3:33])[N:10]=3)[CH:21]=2)[C:35](=[O:37])[CH3:36])[CH:28]=1, predict the reactants needed to synthesize it. The reactants are: [H-].[Na+].[CH3:3][O:4][C:5]1[CH:6]=[C:7]2[C:12](=[C:13]3[CH2:17][C:16]([CH3:19])([CH3:18])[O:15][C:14]=13)[C:11]([C:20]1[CH:21]=[C:22]([NH:26][C:27]3[CH:28]=[N:29][CH:30]=[CH:31][CH:32]=3)[CH:23]=[CH:24][CH:25]=1)=[N:10][C:9]([CH3:34])([CH3:33])[CH2:8]2.[C:35](Cl)(=[O:37])[CH3:36].